Task: Predict the reaction yield, written as a fraction of the theoretical maximum amount of product (1.0 means a 100% yield; for example, 0.34 means a 34% yield).. Dataset: Reaction yield outcomes from USPTO patents with 853,638 reactions (1) The yield is 0.860. The reactants are C1CCN2C(=NCCC2)CC1.C([NH:29][CH:30]([C:60]1[CH:65]=[CH:64][C:63]([O:66][CH2:67][CH2:68][CH2:69][CH2:70][CH2:71][CH2:72][CH2:73][CH2:74][CH2:75][CH2:76][CH2:77][CH2:78][CH2:79][CH2:80][CH2:81][CH2:82][CH2:83][CH2:84][CH2:85][CH2:86][CH2:87][CH3:88])=[CH:62][CH:61]=1)[C:31]1[CH:36]=[CH:35][C:34]([O:37][CH2:38][CH2:39][CH2:40][CH2:41][CH2:42][CH2:43][CH2:44][CH2:45][CH2:46][CH2:47][CH2:48][CH2:49][CH2:50][CH2:51][CH2:52][CH2:53][CH2:54][CH2:55][CH2:56][CH2:57][CH2:58][CH3:59])=[CH:33][CH:32]=1)(OCC1C2C(=CC=CC=2)C2C1=CC=CC=2)=O.Cl. The product is [CH2:38]([O:37][C:34]1[CH:33]=[CH:32][C:31]([CH:30]([NH2:29])[C:60]2[CH:65]=[CH:64][C:63]([O:66][CH2:67][CH2:68][CH2:69][CH2:70][CH2:71][CH2:72][CH2:73][CH2:74][CH2:75][CH2:76][CH2:77][CH2:78][CH2:79][CH2:80][CH2:81][CH2:82][CH2:83][CH2:84][CH2:85][CH2:86][CH2:87][CH3:88])=[CH:62][CH:61]=2)=[CH:36][CH:35]=1)[CH2:39][CH2:40][CH2:41][CH2:42][CH2:43][CH2:44][CH2:45][CH2:46][CH2:47][CH2:48][CH2:49][CH2:50][CH2:51][CH2:52][CH2:53][CH2:54][CH2:55][CH2:56][CH2:57][CH2:58][CH3:59]. The catalyst is ClCCl. (2) The reactants are [OH:1][C:2]1[CH:9]=[C:8]([OH:10])[CH:7]=[CH:6][C:3]=1[CH:4]=[O:5].[CH:11](=[O:23])[CH2:12][CH2:13][CH2:14][CH2:15][CH2:16][CH2:17][CH2:18][CH2:19][CH2:20][CH2:21][CH3:22].[Cl-].[Ca+2].[Cl-].CO.[OH-].[K+].Cl. The product is [OH:1][C:2]1[C:9]([CH:11]([OH:23])[CH2:12][CH2:13][CH2:14][CH2:15][CH2:16][CH2:17][CH2:18][CH2:19][CH2:20][CH2:21][CH3:22])=[C:8]([OH:10])[CH:7]=[CH:6][C:3]=1[CH:4]=[O:5].[OH:1][C:2]1[CH:9]=[C:8]([OH:10])[CH:7]=[CH:6][C:3]=1[CH:4]=[O:5]. The yield is 0.510. The catalyst is CO. (3) The reactants are C(OC(=O)C)(=O)C.[N+:8]([O-:11])(O)=[O:9].[OH:12][C:13]1[CH:22]=[CH:21][CH:20]=[C:15]([C:16]([O:18][CH3:19])=[O:17])[C:14]=1[C:23]([O:25][CH3:26])=[O:24]. The catalyst is C(#N)C.O. The product is [OH:12][C:13]1[C:22]([N+:8]([O-:11])=[O:9])=[CH:21][CH:20]=[C:15]([C:16]([O:18][CH3:19])=[O:17])[C:14]=1[C:23]([O:25][CH3:26])=[O:24]. The yield is 0.940. (4) The reactants are [OH:1][C:2]1([CH2:8][O:9][C:10]2[CH:15]=[C:14]([CH3:16])[C:13]([C:17]3[CH:22]=[CH:21][CH:20]=[C:19]([CH:23]=[O:24])[CH:18]=3)=[C:12]([CH3:25])[CH:11]=2)[CH2:7][CH2:6][S:5][CH2:4][CH2:3]1.O1CCCC1.[BH4-].[Na+]. The catalyst is CO. The product is [OH:24][CH2:23][C:19]1[CH:18]=[C:17]([C:13]2[C:12]([CH3:25])=[CH:11][C:10]([O:9][CH2:8][C:2]3([OH:1])[CH2:7][CH2:6][S:5][CH2:4][CH2:3]3)=[CH:15][C:14]=2[CH3:16])[CH:22]=[CH:21][CH:20]=1. The yield is 0.880. (5) The reactants are [F:1][C:2]1[CH:7]=[CH:6][C:5]([C:8]2[C:12]([CH2:13][O:14][C:15]3[CH:23]=[CH:22][C:18]([C:19]([OH:21])=O)=[CH:17][N:16]=3)=[C:11]([CH3:24])[O:10][N:9]=2)=[CH:4][CH:3]=1.[CH:25]1([NH2:28])[CH2:27][CH2:26]1. No catalyst specified. The product is [CH:25]1([NH:28][C:19](=[O:21])[C:18]2[CH:22]=[CH:23][C:15]([O:14][CH2:13][C:12]3[C:8]([C:5]4[CH:4]=[CH:3][C:2]([F:1])=[CH:7][CH:6]=4)=[N:9][O:10][C:11]=3[CH3:24])=[N:16][CH:17]=2)[CH2:27][CH2:26]1. The yield is 0.430. (6) The reactants are [Br:1][C:2]1[CH:7]=[CH:6][C:5]([C:8]2[CH:12]([C:13]3[CH:18]=[CH:17][C:16]([S:19][CH3:20])=[C:15]([F:21])[CH:14]=3)[C:11]([CH3:23])(O)[O:10][N:9]=2)=[CH:4][CH:3]=1.O.C1(C)C=CC(S(O)(=O)=O)=CC=1. The catalyst is CO. The product is [Br:1][C:2]1[CH:3]=[CH:4][C:5]([C:8]2[C:12]([C:13]3[CH:18]=[CH:17][C:16]([S:19][CH3:20])=[C:15]([F:21])[CH:14]=3)=[C:11]([CH3:23])[O:10][N:9]=2)=[CH:6][CH:7]=1. The yield is 0.970.